Dataset: Forward reaction prediction with 1.9M reactions from USPTO patents (1976-2016). Task: Predict the product of the given reaction. Given the reactants [N:1]1[C:10]2[C:5](=[CH:6][CH:7]=[CH:8][CH:9]=2)[CH:4]=[C:3]([CH2:11][NH2:12])[CH:2]=1.[Cl:13][C:14]1[C:22]([C:23]([F:26])([F:25])[F:24])=[CH:21][CH:20]=[CH:19][C:15]=1[C:16](O)=[O:17].BrC1C(Cl)=C(C=CC=1)C(O)=O, predict the reaction product. The product is: [Cl:13][C:14]1[C:22]([C:23]([F:24])([F:25])[F:26])=[CH:21][CH:20]=[CH:19][C:15]=1[C:16]([NH:12][CH2:11][C:3]1[CH:2]=[N:1][C:10]2[C:5]([CH:4]=1)=[CH:6][CH:7]=[CH:8][CH:9]=2)=[O:17].